This data is from Reaction yield outcomes from USPTO patents with 853,638 reactions. The task is: Predict the reaction yield, written as a fraction of the theoretical maximum amount of product (1.0 means a 100% yield; for example, 0.34 means a 34% yield). (1) The reactants are [CH3:1][C:2]1[CH:7]=[C:6]([C:8]2[CH:9]=[CH:10][C:11]3[N:17]4[CH2:18][C@H:14]([CH2:15][CH2:16]4)[NH:13][C:12]=3[N:19]=2)[CH:5]=[CH:4][N:3]=1.CCN(CC)CC.ClC(Cl)(O[C:31](=[O:37])OC(Cl)(Cl)Cl)Cl.[CH3:39][N:40]1[CH:44]=[CH:43][C:42]([NH2:45])=[N:41]1. The catalyst is C1COCC1.C(Cl)Cl.CO. The product is [CH3:39][N:40]1[CH:44]=[CH:43][C:42]([NH:45][C:31]([N:13]2[C@@H:14]3[CH2:18][N:17]([CH2:16][CH2:15]3)[C:11]3[CH:10]=[CH:9][C:8]([C:6]4[CH:5]=[CH:4][N:3]=[C:2]([CH3:1])[CH:7]=4)=[N:19][C:12]2=3)=[O:37])=[N:41]1. The yield is 0.618. (2) The reactants are [Cl:1][C:2]1[N:3]=[CH:4][N:5](COCC[Si](C)(C)C)[C:6]=1[C:7]([NH:9][CH2:10][C:11]1[CH:16]=[CH:15][C:14]([Cl:17])=[C:13]([O:18][C:19]2[CH:24]=[C:23]([CH:25]([F:27])[F:26])[CH:22]=[C:21]([C:28]#[N:29])[CH:20]=2)[C:12]=1[F:30])=[O:8].C(O)(C(F)(F)F)=O. The catalyst is C(Cl)Cl. The product is [Cl:1][C:2]1[N:3]=[CH:4][NH:5][C:6]=1[C:7]([NH:9][CH2:10][C:11]1[CH:16]=[CH:15][C:14]([Cl:17])=[C:13]([O:18][C:19]2[CH:24]=[C:23]([CH:25]([F:26])[F:27])[CH:22]=[C:21]([C:28]#[N:29])[CH:20]=2)[C:12]=1[F:30])=[O:8]. The yield is 0.890. (3) The reactants are Cl[C:2]1[N:7]=[CH:6][N:5]=[C:4]([NH:8][C:9]2[CH:10]=[C:11]([NH:15]C(=O)OC(C)(C)C)[CH:12]=[CH:13][CH:14]=2)[CH:3]=1.[O:23]([C:30]1[CH:36]=[CH:35][C:33]([NH2:34])=[CH:32][CH:31]=1)[C:24]1[CH:29]=[CH:28][CH:27]=[CH:26][CH:25]=1.Cl. The catalyst is C(O)CCC. The product is [NH2:15][C:11]1[CH:10]=[C:9]([NH:8][C:4]2[CH:3]=[C:2]([NH:34][C:33]3[CH:32]=[CH:31][C:30]([O:23][C:24]4[CH:29]=[CH:28][CH:27]=[CH:26][CH:25]=4)=[CH:36][CH:35]=3)[N:7]=[CH:6][N:5]=2)[CH:14]=[CH:13][CH:12]=1. The yield is 0.378. (4) The reactants are [F:1][C:2]([F:8])([F:7])[S:3]([OH:6])(=[O:5])=[O:4].[NH2:9][CH2:10][CH2:11][CH2:12][C:13]([OH:15])=O.[C:16]1([O:22][CH3:23])[CH:21]=[CH:20][CH:19]=[CH:18][CH:17]=1. The catalyst is O. The product is [F:1][C:2]([F:8])([F:7])[S:3]([OH:6])(=[O:5])=[O:4].[NH2:9][CH2:10][CH2:11][CH2:12][C:13]([C:19]1[CH:20]=[CH:21][C:16]([O:22][CH3:23])=[CH:17][CH:18]=1)=[O:15]. The yield is 0.780.